Dataset: Reaction yield outcomes from USPTO patents with 853,638 reactions. Task: Predict the reaction yield, written as a fraction of the theoretical maximum amount of product (1.0 means a 100% yield; for example, 0.34 means a 34% yield). (1) The reactants are [CH2:1]([C:5]1[N:6]=[C:7]([CH3:27])[NH:8][C:9](=[O:26])[C:10]=1[CH2:11][C:12]1[CH:17]=[CH:16][C:15]([C:18]2[C:19]([C:24]#[N:25])=[CH:20][CH:21]=[CH:22][CH:23]=2)=[CH:14][CH:13]=1)[CH2:2][CH2:3][CH3:4].N(C(N1CCCCC1)=O)=NC(N1CCCCC1)=O.C(P(CCCC)CCCC)CCC.[CH3:59][C:60]1[S:61][C:62]([CH2:66]O)=[C:63]([CH3:65])[N:64]=1. The product is [CH2:1]([C:5]1[N:6]=[C:7]([CH3:27])[N:8]([CH2:66][C:62]2[S:61][C:60]([CH3:59])=[N:64][C:63]=2[CH3:65])[C:9](=[O:26])[C:10]=1[CH2:11][C:12]1[CH:17]=[CH:16][C:15]([C:18]2[C:19]([C:24]#[N:25])=[CH:20][CH:21]=[CH:22][CH:23]=2)=[CH:14][CH:13]=1)[CH2:2][CH2:3][CH3:4]. The catalyst is C(OCC)(=O)C.O1CCCC1. The yield is 0.990. (2) The reactants are [Cl:1][C:2]1[CH:7]=[C:6]([N+:8]([O-])=O)[CH:5]=[CH:4][C:3]=1[CH2:11][S:12][C:13]1[N:18]=[C:17]([OH:19])[CH:16]=[C:15]([CH3:20])[N:14]=1.[NH4+].[Cl-].C(Cl)Cl. The catalyst is C(Cl)Cl.CCO.O.[Fe]. The product is [NH2:8][C:6]1[CH:5]=[CH:4][C:3]([CH2:11][S:12][C:13]2[N:18]=[C:17]([OH:19])[CH:16]=[C:15]([CH3:20])[N:14]=2)=[C:2]([Cl:1])[CH:7]=1. The yield is 0.350. (3) The reactants are [CH3:1][O:2][C:3](=[O:11])[CH2:4][CH2:5][CH2:6][C:7](=O)[CH2:8]Br.[C:12]([NH:19][C:20]([NH2:22])=[NH:21])([O:14][C:15]([CH3:18])([CH3:17])[CH3:16])=[O:13].[Na+].[I-]. The catalyst is CN(C=O)C. The product is [C:15]([O:14][C:12]([N:19]1[CH:8]=[C:7]([CH2:6][CH2:5][CH2:4][C:3]([O:2][CH3:1])=[O:11])[N:21]=[C:20]1[NH2:22])=[O:13])([CH3:18])([CH3:16])[CH3:17]. The yield is 0.650.